Dataset: Full USPTO retrosynthesis dataset with 1.9M reactions from patents (1976-2016). Task: Predict the reactants needed to synthesize the given product. (1) Given the product [I:1][C:2]1[CH:3]=[C:4]([NH:13][NH2:14])[CH:5]=[CH:6][C:7]=1[C:8]1[O:12][CH:11]=[N:10][CH:9]=1, predict the reactants needed to synthesize it. The reactants are: [I:1][C:2]1[CH:3]=[C:4]([NH2:13])[CH:5]=[CH:6][C:7]=1[C:8]1[O:12][CH:11]=[N:10][CH:9]=1.[N:14]([O-])=O.[Na+].[Sn](Cl)(Cl)(Cl)Cl.[OH-].[K+]. (2) Given the product [C:2]1([NH:1][C:15](=[O:19])[CH:16]([CH3:18])[CH3:17])[CH:7]=[CH:6][CH:5]=[CH:4][CH:3]=1, predict the reactants needed to synthesize it. The reactants are: [NH2:1][C:2]1[CH:7]=[CH:6][CH:5]=[CH:4][CH:3]=1.C(N(CC)CC)C.[C:15](Cl)(=[O:19])[CH:16]([CH3:18])[CH3:17].